Dataset: Full USPTO retrosynthesis dataset with 1.9M reactions from patents (1976-2016). Task: Predict the reactants needed to synthesize the given product. (1) Given the product [C:10]([N:9]1[C:5]2[C:4](=[CH:3][C:2]([Br:1])=[C:7]([CH3:8])[CH:6]=2)[CH:13]=[N:44]1)(=[O:12])[CH3:11], predict the reactants needed to synthesize it. The reactants are: [Br:1][C:2]1[C:7]([CH3:8])=[CH:6][C:5]([NH:9][C:10](=[O:12])[CH3:11])=[C:4]([CH3:13])[CH:3]=1.C(OC(=O)C)(=O)C.C([O-])(=O)C.[K+].C1OCCOCCOCCOCCOCCOC1.[N+:44]([O-])(OCCC(C)C)=O. (2) Given the product [C:31]1([C:29]2[N:30]=[C:1]([C:4]3[CH:5]=[CH:6][C:7]4[O:12][CH2:11][C:10](=[O:13])[NH:9][C:8]=4[CH:14]=3)[O:3][N:28]=2)[CH:36]=[CH:35][CH:34]=[CH:33][CH:32]=1, predict the reactants needed to synthesize it. The reactants are: [C:1]([C:4]1[CH:5]=[CH:6][C:7]2[O:12][CH2:11][C:10](=[O:13])[NH:9][C:8]=2[CH:14]=1)([OH:3])=O.C1N=CN(C(N2C=NC=C2)=O)C=1.O[N:28]=[C:29]([C:31]1[CH:36]=[CH:35][CH:34]=[CH:33][CH:32]=1)[NH2:30]. (3) Given the product [NH2:52][C:48]1[N:47]=[C:46]([C:45]2[S:44][C:43]([C:53]([CH3:54])([CH3:56])[CH3:55])=[N:42][C:41]=2[C:37]2[C:36]([F:57])=[C:35]([NH:34][S:64]([C:61]3[S:62][CH:63]=[C:59]([CH3:58])[CH:60]=3)(=[O:66])=[O:65])[CH:40]=[CH:39][CH:38]=2)[CH:51]=[CH:50][N:49]=1, predict the reactants needed to synthesize it. The reactants are: ClC1N=C(C2SC(C(C)C)=NC=2C2C=C(NS(C3C(F)=CC=CC=3F)(=O)=O)C=CC=2)C=CN=1.[NH2:34][C:35]1[C:36]([F:57])=[C:37]([C:41]2[N:42]=[C:43]([C:53]([CH3:56])([CH3:55])[CH3:54])[S:44][C:45]=2[C:46]2[CH:51]=[CH:50][N:49]=[C:48]([NH2:52])[N:47]=2)[CH:38]=[CH:39][CH:40]=1.[CH3:58][C:59]1[CH:60]=[C:61]([S:64](Cl)(=[O:66])=[O:65])[S:62][CH:63]=1. (4) Given the product [Cl:35][C:28]1[CH:27]=[CH:26][C:25]([NH:29][C:30]([NH:1][CH2:2][C:3]2[N:12]([C:13]3[CH:18]=[CH:17][C:16]([F:19])=[CH:15][CH:14]=3)[C:11](=[O:20])[C:10]3[C:5](=[CH:6][CH:7]=[CH:8][CH:9]=3)[N:4]=2)=[O:31])=[CH:24][C:23]=1[C:22]([F:32])([F:33])[F:21], predict the reactants needed to synthesize it. The reactants are: [NH2:1][CH2:2][C:3]1[N:12]([C:13]2[CH:18]=[CH:17][C:16]([F:19])=[CH:15][CH:14]=2)[C:11](=[O:20])[C:10]2[C:5](=[CH:6][CH:7]=[CH:8][CH:9]=2)[N:4]=1.[F:21][C:22]([F:33])([F:32])[C:23]1[CH:24]=[C:25]([N:29]=[C:30]=[O:31])[CH:26]=[CH:27][CH:28]=1.C(Cl)(Cl)[Cl:35].